Dataset: TCR-epitope binding with 47,182 pairs between 192 epitopes and 23,139 TCRs. Task: Binary Classification. Given a T-cell receptor sequence (or CDR3 region) and an epitope sequence, predict whether binding occurs between them. The epitope is YEGNSPFHPL. The TCR CDR3 sequence is CASRGGTATYQETQYF. Result: 0 (the TCR does not bind to the epitope).